From a dataset of Forward reaction prediction with 1.9M reactions from USPTO patents (1976-2016). Predict the product of the given reaction. (1) Given the reactants [CH2:1]([N:8]1[CH:12]=[C:11]([C:13]2[C:14]([C:43]([O:45]C(C)(C)C)=[O:44])=[N:15][C:16]([N:19]3[CH2:28][CH2:27][C:26]4[C:21](=[C:22]([C:29](=[O:42])[NH:30][C:31]5[S:32][C:33]6[CH:39]=[C:38]([F:40])[C:37]([F:41])=[CH:36][C:34]=6[N:35]=5)[CH:23]=[CH:24][CH:25]=4)[CH2:20]3)=[CH:17][CH:18]=2)[CH:10]=[N:9]1)[C:2]1[CH:7]=[CH:6][CH:5]=[CH:4][CH:3]=1.C(O)(C(F)(F)F)=O, predict the reaction product. The product is: [CH2:1]([N:8]1[CH:12]=[C:11]([C:13]2[C:14]([C:43]([OH:45])=[O:44])=[N:15][C:16]([N:19]3[CH2:28][CH2:27][C:26]4[C:21](=[C:22]([C:29](=[O:42])[NH:30][C:31]5[S:32][C:33]6[CH:39]=[C:38]([F:40])[C:37]([F:41])=[CH:36][C:34]=6[N:35]=5)[CH:23]=[CH:24][CH:25]=4)[CH2:20]3)=[CH:17][CH:18]=2)[CH:10]=[N:9]1)[C:2]1[CH:7]=[CH:6][CH:5]=[CH:4][CH:3]=1. (2) The product is: [CH3:1][O:2][C:3](=[O:15])[C:4]1[CH:9]=[C:8]([F:10])[CH:7]=[C:6]([NH2:11])[C:5]=1[NH2:14]. Given the reactants [CH3:1][O:2][C:3](=[O:15])[C:4]1[CH:9]=[C:8]([F:10])[CH:7]=[C:6]([N+:11]([O-])=O)[C:5]=1[NH2:14].[H][H], predict the reaction product. (3) Given the reactants [C:1](Cl)(=[O:4])[CH:2]=[CH2:3].[NH2:6][C:7]1[C:8]([N:34]2[CH2:38][CH2:37][C@@H:36]([N:39]([CH3:41])[CH3:40])[CH2:35]2)=[CH:9][C:10]([O:32][CH3:33])=[C:11]([NH:13][C:14]2[N:19]=[C:18]([C:20]3[C:28]4[C:23](=[CH:24][CH:25]=[CH:26][CH:27]=4)[N:22]([CH3:29])[CH:21]=3)[C:17]([C:30]#[N:31])=[CH:16][N:15]=2)[CH:12]=1.CCN(C(C)C)C(C)C, predict the reaction product. The product is: [C:30]([C:17]1[C:18]([C:20]2[C:28]3[C:23](=[CH:24][CH:25]=[CH:26][CH:27]=3)[N:22]([CH3:29])[CH:21]=2)=[N:19][C:14]([NH:13][C:11]2[C:10]([O:32][CH3:33])=[CH:9][C:8]([N:34]3[CH2:38][CH2:37][C@@H:36]([N:39]([CH3:40])[CH3:41])[CH2:35]3)=[C:7]([NH:6][C:1](=[O:4])[CH:2]=[CH2:3])[CH:12]=2)=[N:15][CH:16]=1)#[N:31]. (4) The product is: [CH3:1][O:2][C:3]([C:5]1([C:25]([OH:27])=[O:26])[CH2:14][CH2:13][C:12]2[C:7](=[C:8]([O:15][CH3:16])[CH:9]=[CH:10][CH:11]=2)[CH2:6]1)=[O:4]. Given the reactants [CH3:1][O:2][C:3]([CH:5]1[CH2:14][CH2:13][C:12]2[C:7](=[C:8]([O:15][CH3:16])[CH:9]=[CH:10][CH:11]=2)[CH2:6]1)=[O:4].[Li+].CC([N-]C(C)C)C.[C:25](=[O:27])=[O:26], predict the reaction product. (5) Given the reactants OC1C=CC(C2SC3C=C(OC)C=CC=3C=2OC2C=CC(/C=C/C(OC)=O)=CC=2)=CC=1.[OH:32][C:33]1[CH:34]=[CH:35][C:36]2[C:40]([O:41][C:42]3[CH:47]=[CH:46][C:45](/[CH:48]=[CH:49]/[C:50]([O:52]C)=[O:51])=[CH:44][CH:43]=3)=[C:39]([C:54]3[CH:59]=[CH:58][C:57]([O:60][CH3:61])=[CH:56][CH:55]=3)[S:38][C:37]=2[CH:62]=1.O.[Li+].[OH-], predict the reaction product. The product is: [OH:32][C:33]1[CH:34]=[CH:35][C:36]2[C:40]([O:41][C:42]3[CH:43]=[CH:44][C:45](/[CH:48]=[CH:49]/[C:50]([OH:52])=[O:51])=[CH:46][CH:47]=3)=[C:39]([C:54]3[CH:55]=[CH:56][C:57]([O:60][CH3:61])=[CH:58][CH:59]=3)[S:38][C:37]=2[CH:62]=1.